Dataset: Forward reaction prediction with 1.9M reactions from USPTO patents (1976-2016). Task: Predict the product of the given reaction. Given the reactants [C:1]1([CH3:23])[CH:6]=[CH:5][C:4]([C@H:7]2[CH2:12][C@@H:11]([C:13]([F:16])([F:15])[F:14])[N:10]3[N:17]=[CH:18][C:19]([C:20](O)=[O:21])=[C:9]3[NH:8]2)=[CH:3][CH:2]=1.CN(C(ON1N=NC2C=CC=NC1=2)=[N+](C)C)C.F[P-](F)(F)(F)(F)F.C(N(CC)C(C)C)(C)C.[CH2:57]1[CH2:62][CH:61]([CH2:63][NH2:64])[CH2:60][CH2:59][CH2:58]1, predict the reaction product. The product is: [CH:61]1([CH2:63][NH:64][C:20]([C:19]2[CH:18]=[N:17][N:10]3[C@H:11]([C:13]([F:14])([F:15])[F:16])[CH2:12][C@H:7]([C:4]4[CH:3]=[CH:2][C:1]([CH3:23])=[CH:6][CH:5]=4)[NH:8][C:9]=23)=[O:21])[CH2:62][CH2:57][CH2:58][CH2:59][CH2:60]1.